This data is from Forward reaction prediction with 1.9M reactions from USPTO patents (1976-2016). The task is: Predict the product of the given reaction. (1) The product is: [CH3:15][C:2]1[N:7]=[CH:6][C:5]([CH2:8][N:9]2[CH2:14][CH2:13][O:12][CH2:11][CH2:10]2)=[CH:4][CH:3]=1. Given the reactants Cl[C:2]1[N:7]=[CH:6][C:5]([CH2:8][N:9]2[CH2:14][CH2:13][O:12][CH2:11][CH2:10]2)=[CH:4][CH:3]=1.[CH3:15][Mg]Cl.[Cl-].[NH4+], predict the reaction product. (2) The product is: [CH3:6][C@H:7]1[CH2:16][C@@H:15]([N:17]([C:22]2[CH:27]=[CH:26][CH:25]=[CH:24][CH:23]=2)[C:18](=[O:21])[CH2:19][CH3:20])[C:14]2[C:9](=[CH:10][CH:11]=[CH:12][CH:13]=2)[N:8]1[C:28]([C:30]1[O:31][C:32]([C:35]2[CH:36]=[CH:37][C:38]([N+:41]([O-:43])=[O:42])=[CH:39][CH:40]=2)=[CH:33][CH:34]=1)=[O:29]. Given the reactants C(N)(=O)CC.[CH3:6][C@H:7]1[CH2:16][C@@H:15]([N:17]([C:22]2[CH:27]=[CH:26][CH:25]=[CH:24][CH:23]=2)[C:18](=[O:21])[CH2:19][CH3:20])[C:14]2[C:9](=[CH:10][CH:11]=[CH:12][CH:13]=2)[N:8]1[C:28]([C:30]1[O:31][C:32]([C:35]2[CH:40]=[CH:39][C:38]([N+:41]([O-:43])=[O:42])=[CH:37][CH:36]=2)=[CH:33][CH:34]=1)=[O:29].O1C=CC=C1C(Cl)=O.C(Cl)(=O)CC.C(Cl)(=O)C, predict the reaction product. (3) The product is: [Cl:19][C:15]1[CH:14]=[C:13]([O:12][C:2]2[C:3]([CH3:11])=[CH:4][C:5]([N+:8]([O-:10])=[O:9])=[N:6][CH:7]=2)[CH:18]=[CH:17][N:16]=1. Given the reactants F[C:2]1[C:3]([CH3:11])=[CH:4][C:5]([N+:8]([O-:10])=[O:9])=[N:6][CH:7]=1.[OH:12][C:13]1[CH:18]=[CH:17][N:16]=[C:15]([Cl:19])[CH:14]=1.C([O-])([O-])=O.[K+].[K+], predict the reaction product. (4) Given the reactants Br[C:2]1[C:7]([Cl:8])=[CH:6][C:5]([NH:9][C:10]2[N:14]=[C:13]([NH2:15])[NH:12][N:11]=2)=[CH:4][C:3]=1[Cl:16].[CH3:17][C:18]1([CH3:40])[O:22][CH:21]([CH2:23][O:24][C:25]2[CH:30]=[CH:29][C:28](B3OC(C)(C)C(C)(C)O3)=[CH:27][CH:26]=2)[CH2:20][O:19]1.O1CCOCC1.O.C(=O)([O-])[O-].[K+].[K+], predict the reaction product. The product is: [Cl:16][C:3]1[CH:4]=[C:5]([NH:9][C:10]2[N:14]=[C:13]([NH2:15])[NH:12][N:11]=2)[CH:6]=[C:7]([Cl:8])[C:2]=1[C:28]1[CH:29]=[CH:30][C:25]([O:24][CH2:23][CH:21]2[CH2:20][O:19][C:18]([CH3:40])([CH3:17])[O:22]2)=[CH:26][CH:27]=1.